This data is from Forward reaction prediction with 1.9M reactions from USPTO patents (1976-2016). The task is: Predict the product of the given reaction. (1) Given the reactants [C:1]([C:4]1[C:5](Br)=[N:6][CH:7]=[CH:8][CH:9]=1)(=[O:3])[CH3:2].[C:11]([C:13]1[CH:18]=[CH:17][CH:16]=[CH:15][N:14]=1)#[CH:12].C(N(CC)CC)C.[Cl-], predict the reaction product. The product is: [N:14]1[CH:15]=[CH:16][CH:17]=[CH:18][C:13]=1[C:11]#[C:12][C:5]1[C:4]([C:1](=[O:3])[CH3:2])=[CH:9][CH:8]=[CH:7][N:6]=1. (2) The product is: [F:35][C:33]([F:36])([F:34])[C:29]1[CH:28]=[C:27]([N:9]2[C:10]3[CH2:11][CH2:12][CH2:13][C:14](=[O:26])[C:15]=3[CH:16]([C:18]3[CH:19]=[CH:20][C:21]([C:22]#[N:23])=[CH:24][CH:25]=3)[N:17]([CH2:38][CH:39]3[CH2:43][CH2:42][O:41][CH2:40]3)[C:8]2=[O:7])[CH:32]=[CH:31][CH:30]=1. Given the reactants C(=O)([O-])[O-].[K+].[K+].[O:7]=[C:8]1[NH:17][CH:16]([C:18]2[CH:25]=[CH:24][C:21]([C:22]#[N:23])=[CH:20][CH:19]=2)[C:15]2[C:14](=[O:26])[CH2:13][CH2:12][CH2:11][C:10]=2[N:9]1[C:27]1[CH:32]=[CH:31][CH:30]=[C:29]([C:33]([F:36])([F:35])[F:34])[CH:28]=1.Br[CH2:38][CH:39]1[CH2:43][CH2:42][O:41][CH2:40]1, predict the reaction product.